Dataset: Choline transporter screen with 302,306 compounds. Task: Binary Classification. Given a drug SMILES string, predict its activity (active/inactive) in a high-throughput screening assay against a specified biological target. The drug is Brc1n(C(C)C=C)c2c(n(c(=O)[nH]c2=O)C)n1. The result is 0 (inactive).